Task: Predict the reactants needed to synthesize the given product.. Dataset: Full USPTO retrosynthesis dataset with 1.9M reactions from patents (1976-2016) Given the product [CH:23]([NH:1][CH2:2][C:3]1[N:8]=[CH:7][C:6]([CH:9]([C:17]2[CH:18]=[CH:19][CH:20]=[CH:21][CH:22]=2)[C:10]([CH3:16])([CH3:15])[C:11]([O:13][CH3:14])=[O:12])=[CH:5][CH:4]=1)=[O:24], predict the reactants needed to synthesize it. The reactants are: [NH2:1][CH2:2][C:3]1[N:8]=[CH:7][C:6]([CH:9]([C:17]2[CH:22]=[CH:21][CH:20]=[CH:19][CH:18]=2)[C:10]([CH3:16])([CH3:15])[C:11]([O:13][CH3:14])=[O:12])=[CH:5][CH:4]=1.[C:23](=O)([O-])[O-:24].[K+].[K+].C(OCC)(=O)C.